This data is from Experimentally validated miRNA-target interactions with 360,000+ pairs, plus equal number of negative samples. The task is: Binary Classification. Given a miRNA mature sequence and a target amino acid sequence, predict their likelihood of interaction. (1) The miRNA is hsa-miR-1227-3p with sequence CGUGCCACCCUUUUCCCCAG. The protein sequence of the target gene is MSRLKRIAGQDLRAGFKAGGRDCGTSVPQGLLKAARKSGQLNLSGRNLSEVPQCVWRINVDIPEEANQNLSFGATERWWEQTDLTKLIISNNKLQSLTDDLRLLPALTVLDIHDNQLTSLPSAIRELENLQKLNVSHNKLKILPEEITNLRNLKCLYLQHNELTCISEGFEQLSNLEDLDLSNNHLTTVPASFSSLSSLVRLNLSSNELKSLPAEINRMKRLKHLDCNSNLLETIPPELAGMESLELLYLRRNKLRFLPEFPSCSLLKELHVGENQIEMLEAEHLKHLNSILVLDLRDNK.... Result: 0 (no interaction). (2) The miRNA is hsa-miR-6827-3p with sequence ACCGUCUCUUCUGUUCCCCAG. The protein sequence of the target gene is MGLSIFLLLCVLGLSQAATPKIFNGTECGRNSQPWQVGLFEGTSLRCGGVLIDHRWVLTAAHCSGSRYWVRLGEHSLSQLDWTEQIRHSGFSVTHPGYLGASTSHEHDLRLLRLRLPVRVTSSVQPLPLPNDCATAGTECHVSGWGITNHPRNPFPDLLQCLNLSIVSHATCHGVYPGRITSNMVCAGGVPGQDACQGDSGGPLVCGGVLQGLVSWGSVGPCGQDGIPGVYTYICKYVDWIRMIMRNN. Result: 0 (no interaction). (3) The miRNA is hsa-miR-5695 with sequence ACUCCAAGAAGAAUCUAGACAG. The protein sequence of the target gene is MNAQLTMEAIGELHGVSHEPVPAPADLLGGSPHARSSVAHRGSHLPPAHPRSMGMASLLDGGSGGGDYHHHHRAPEHSLAGPLHPTMTMACETPPGMSMPTTYTTLTPLQPLPPISTVSDKFPHHHHHHHHHHHPHHHQRLAGNVSGSFTLMRDERGLASMNNLYTPYHKDVAGMGQSLSPLSSSGLGSIHNSQQGLPHYAHPGAAMPTDKMLTPNGFEAHHPAMLGRHGEQHLTPTSAGMVPINGLPPHHPHAHLNAQGHGQLLGTAREPNPSVTGAQVSNGSNSGQMEEINTKEVAQR.... Result: 0 (no interaction). (4) The miRNA is rno-miR-222-3p with sequence AGCUACAUCUGGCUACUGGGU. The protein sequence of the target gene is MAAAPPSYCFVAFPPRAKDGLVVFGKNSARPRDEVQEVVYFSAADHEPESKVECTYISIDQVPRTYAIMISRPAWLWGAEMGANEHGVCIANEAINTREPAAEIEALLGMDLVRLGLERGETAKEALDVIVSLLEEHGQGGNYFEDANSCHSFQSAYLIVDRDEAWVLETIGKYWAAEKVTEGVRCICSQLSLTTKMDAEHPELRSYAQSQGWWTGEGEFNFSEVFSPVEDHLDCGAGKDSLEKQEESITVQTMMNTLRDKASGVCIDSEFFLTTASGVSVLPQNRSSPCIHYFTGTPDP.... Result: 0 (no interaction). (5) The miRNA is mmu-miR-3064-5p with sequence UCUGGCUGUUGUGGUGUGCAAA. The protein sequence of the target gene is MCGNNMSAPMPAVVPAARKATAAVIFLHGLGDTGHGWAEAFAGIKSPHIKYICPHAPVMPVTLNMNMAMPSWFDIVGLSPDSQEDESGIKQAAETVKALIDQEVKNGIPSNRIILGGFSQGGALSLYTALTTQQKLAGVTALSCWLPLRASFSQGPINSANRDISVLQCHGDCDPLVPLMFGSLTVERLKALINPANVTFKIYEGMMHSSCQQEMMDVKHFIDKLLPPID. Result: 1 (interaction).